From a dataset of Forward reaction prediction with 1.9M reactions from USPTO patents (1976-2016). Predict the product of the given reaction. (1) Given the reactants Br[C:2]1[C:3]2[N:4]([N:11]=[C:12]([NH2:14])[N:13]=2)[CH:5]=[C:6]([CH:8]2[CH2:10][CH2:9]2)[CH:7]=1.[Cl:15][C:16]1[CH:21]=[CH:20][C:19](B(O)O)=[CH:18][CH:17]=1.C([O-])([O-])=O.[Na+].[Na+].C(Cl)Cl, predict the reaction product. The product is: [Cl:15][C:16]1[CH:21]=[CH:20][C:19]([C:2]2[C:3]3[N:4]([N:11]=[C:12]([NH2:14])[N:13]=3)[CH:5]=[C:6]([CH:8]3[CH2:10][CH2:9]3)[CH:7]=2)=[CH:18][CH:17]=1. (2) Given the reactants [CH3:1][C:2]1[CH:3]=[C:4]([N:8]2[CH2:13][CH2:12][NH:11][CH2:10][CH2:9]2)[CH:5]=[CH:6][CH:7]=1.[C:14]1([C:22]2[CH:27]=[CH:26][CH:25]=[CH:24][CH:23]=2)[C:15]([CH:20]=O)=[CH:16][CH:17]=[CH:18][CH:19]=1.[BH-](OC(C)=O)(OC(C)=O)OC(C)=O.[Na+].C1(C2C=CC=CC=2)C=CC=CC=1CN1CCN(C2C=CC=CC=2)CC1, predict the reaction product. The product is: [C:14]1([C:22]2[CH:23]=[CH:24][CH:25]=[CH:26][CH:27]=2)[CH:19]=[CH:18][CH:17]=[CH:16][C:15]=1[CH2:20][N:11]1[CH2:12][CH2:13][N:8]([C:4]2[CH:5]=[CH:6][CH:7]=[C:2]([CH3:1])[CH:3]=2)[CH2:9][CH2:10]1. (3) Given the reactants [CH:1]1([NH2:4])[CH2:3][CH2:2]1.[CH2:5]=[C:6]1[O:9]C(=O)C1.[N:11]([O-:13])=O.[Na+].[ClH:15].ClCl, predict the reaction product. The product is: [CH:1]1([NH:4][C:6](=[O:5])[C:9]([Cl:15])=[N:11][OH:13])[CH2:3][CH2:2]1. (4) Given the reactants Br[C:2]1[C:3]([NH2:9])=[N:4][C:5](=[O:8])[NH:6][CH:7]=1.[NH:10]1[CH2:15][CH2:14][CH2:13][CH:12]([CH2:16][NH:17][C:18](=[O:24])[O:19][C:20]([CH3:23])([CH3:22])[CH3:21])[CH2:11]1.C(N(C(C)C)CC)(C)C, predict the reaction product. The product is: [C:20]([O:19][C:18](=[O:24])[NH:17][CH2:16][CH:12]1[CH2:13][CH2:14][CH2:15][N:10]([C:2]2[CH:7]=[N:6][C:5](=[O:8])[NH:4][C:3]=2[NH2:9])[CH2:11]1)([CH3:23])([CH3:21])[CH3:22]. (5) Given the reactants [CH3:1][C:2]1[NH:3][CH:4]=[CH:5][N:6]=1.[H-].[Na+].Br[CH2:10][C:11]1[CH:16]=[CH:15][C:14]([Cl:17])=[CH:13][C:12]=1[O:18][CH3:19], predict the reaction product. The product is: [Cl:17][C:14]1[CH:15]=[CH:16][C:11]([CH2:10][N:3]2[CH:4]=[CH:5][N:6]=[C:2]2[CH3:1])=[C:12]([O:18][CH3:19])[CH:13]=1. (6) Given the reactants [CH:1]1([CH2:4][CH2:5][O:6][C:7]2[N:15]=[C:14]3[C:10]([N:11]=[C:12]([O:23][CH3:24])[N:13]3[CH2:16][CH2:17][CH:18]3[CH2:22][CH2:21]OC3)=[C:9]([NH2:25])[N:8]=2)[CH2:3][CH2:2]1.FC(F)(F)C(O)=O.[CH:33]1([CH2:36][CH2:37][O:38][C:39]2NC(N)=C3C(N=2)=NC(OC)=N3)CC1.BrCCCCC1CCCOC1, predict the reaction product. The product is: [CH:1]1([CH2:4][CH2:5][O:6][C:7]2[N:15]=[C:14]3[C:10]([N:11]=[C:12]([O:23][CH3:24])[N:13]3[CH2:16][CH2:17][CH2:18][CH2:22][CH:21]3[CH2:33][CH2:36][CH2:37][O:38][CH2:39]3)=[C:9]([NH2:25])[N:8]=2)[CH2:2][CH2:3]1.